From a dataset of Forward reaction prediction with 1.9M reactions from USPTO patents (1976-2016). Predict the product of the given reaction. (1) Given the reactants Br[C:2]1[C:7]([N:8]([CH2:23][O:24][CH3:25])[S:9]([C:12]2[CH:17]=[CH:16][C:15]([Cl:18])=[C:14]([C:19]([F:22])([F:21])[F:20])[CH:13]=2)(=[O:11])=[O:10])=[CH:6][C:5]([CH3:26])=[CH:4][N:3]=1.C([Mg]Cl)(C)C.[Cl:32][C:33]1[CH:40]=[CH:39][C:38]([N+:41]([O-:43])=[O:42])=[CH:37][C:34]=1[CH:35]=[O:36], predict the reaction product. The product is: [Cl:18][C:15]1[CH:16]=[CH:17][C:12]([S:9]([N:8]([C:7]2[C:2]([CH:35]([C:34]3[CH:37]=[C:38]([N+:41]([O-:43])=[O:42])[CH:39]=[CH:40][C:33]=3[Cl:32])[OH:36])=[N:3][CH:4]=[C:5]([CH3:26])[CH:6]=2)[CH2:23][O:24][CH3:25])(=[O:11])=[O:10])=[CH:13][C:14]=1[C:19]([F:22])([F:21])[F:20]. (2) Given the reactants [Br:1][C:2]1[CH:3]=[C:4]2[C:9](Cl)=[C:8]([C:11]([NH2:13])=[O:12])[CH:7]=[N:6][N:5]2[CH:14]=1.[NH2:15][C@H:16]1[C@@H:20]([O:21][CH3:22])[CH2:19][N:18]([C:23]([O:25][CH2:26][C:27]2[CH:32]=[CH:31][CH:30]=[CH:29][CH:28]=2)=[O:24])[CH2:17]1.C(N(CC)C(C)C)(C)C.O, predict the reaction product. The product is: [Br:1][C:2]1[CH:3]=[C:4]2[C:9]([NH:15][C@H:16]3[C@@H:20]([O:21][CH3:22])[CH2:19][N:18]([C:23]([O:25][CH2:26][C:27]4[CH:32]=[CH:31][CH:30]=[CH:29][CH:28]=4)=[O:24])[CH2:17]3)=[C:8]([C:11](=[O:12])[NH2:13])[CH:7]=[N:6][N:5]2[CH:14]=1. (3) Given the reactants [CH3:1][Si:2]([CH3:9])([CH3:8])[CH2:3][CH2:4][O:5][CH2:6]Cl.[H-].[Na+].[CH3:12][O:13][C:14]([C:16]1[N:17]=[C:18]([Br:22])[NH:19][C:20]=1[Br:21])=[O:15], predict the reaction product. The product is: [Br:22][C:18]1[N:19]([CH2:6][O:5][CH2:4][CH2:3][Si:2]([CH3:9])([CH3:8])[CH3:1])[C:20]([Br:21])=[C:16]([C:14]([O:13][CH3:12])=[O:15])[N:17]=1.